This data is from Catalyst prediction with 721,799 reactions and 888 catalyst types from USPTO. The task is: Predict which catalyst facilitates the given reaction. (1) Reactant: [C:1]([O:4][CH2:5][CH2:6][CH2:7][CH2:8][CH2:9][CH2:10][O:11][CH2:12][CH2:13][C:14]#[C:15][C:16]1[CH:21]=[CH:20][C:19]([N:22]([CH3:29])[C:23](=[O:28])[C:24]([F:27])([F:26])[F:25])=[CH:18][CH:17]=1)(=[O:3])[CH3:2].[H][H]. Product: [C:1]([O:4][CH2:5][CH2:6][CH2:7][CH2:8][CH2:9][CH2:10][O:11][CH2:12][CH2:13][CH2:14][CH2:15][C:16]1[CH:17]=[CH:18][C:19]([N:22]([CH3:29])[C:23](=[O:28])[C:24]([F:26])([F:25])[F:27])=[CH:20][CH:21]=1)(=[O:3])[CH3:2]. The catalyst class is: 19. (2) Product: [C:37]([C:21]1[C:22]2[C:27](=[CH:26][CH:25]=[C:24]([O:30][C:31]3[CH:36]=[CH:35][CH:34]=[CH:33][CH:32]=3)[CH:23]=2)[C:28]([OH:29])=[C:19]([C:17]([NH:16][CH2:15][C:8]2([C:6]([OH:7])=[O:5])[CH2:9][CH2:10][S:11](=[O:14])[CH2:12][CH2:13]2)=[O:18])[N:20]=1)#[N:38]. The catalyst class is: 2. Reactant: C([O:5][C:6]([C:8]1([CH2:15][NH:16][C:17]([C:19]2[N:20]=[C:21]([C:37]#[N:38])[C:22]3[C:27]([C:28]=2[OH:29])=[CH:26][CH:25]=[C:24]([O:30][C:31]2[CH:36]=[CH:35][CH:34]=[CH:33][CH:32]=2)[CH:23]=3)=[O:18])[CH2:13][CH2:12][S:11](=[O:14])[CH2:10][CH2:9]1)=[O:7])(C)(C)C.C(O)(C(F)(F)F)=O.